The task is: Binary Classification. Given a miRNA mature sequence and a target amino acid sequence, predict their likelihood of interaction.. This data is from Experimentally validated miRNA-target interactions with 360,000+ pairs, plus equal number of negative samples. (1) The miRNA is mmu-miR-211-5p with sequence UUCCCUUUGUCAUCCUUUGCCU. The protein sequence of the target gene is MRLPGWLWLSSAVLAACRAVEEHNLTEGLEDASAQAACPARLEGSGRCEGSQCPFQLTLPTLTIQLPRQLGSMEEVLKEVRTLKEAVDSLKKSCQDCKLQADDHRDPGGNGGNGAETAEDSRVQELESQVNKLSSELKNAKDQIQGLQGRLETLHLVNMNNIENYVDNKVANLTVVVNSLDGKCSKCPSQEHMQSQPVQHLIYKDCSDHYVLGRRSSGAYRVTPDHRNSSFEVYCDMETMGGGWTVLQARLDGSTNFTREWKDYKAGFGNLEREFWLGNDKIHLLTKSKEMILRIDLEDF.... Result: 1 (interaction). (2) The miRNA is dre-miR-200b-3p with sequence UAAUACUGCCUGGUAAUGAUGA. The protein sequence of the target gene is MGKDYYHILGIDKGATDEDVKKAYRKQALKFHPDKNKSPQAEEKFKEVAEAYEVLSDPKKREIYDQFGEEGLKGGAGGTDGQGGTFRYTFHGDPHATFAAFFGGSNPFEIFFGRRMGGGRDSEEMEIDGDPFSAFGFSMNGYPRDRNSVGPSRLKQDPPIIHELKVSLEEIYSGCTKRMKISRKRLNPDGRSYRSEDKILTIEIKKGWKEGTKITFPREGDETPNSIPADIVFVIKDKEHPKFKRDGSNIVYTAKISLREALCGCSLNVPTMDGRNLPMSVTDIVKPGMRRRVIGYGLPF.... Result: 0 (no interaction). (3) The miRNA is hsa-miR-485-5p with sequence AGAGGCUGGCCGUGAUGAAUUC. The protein sequence of the target gene is MPSPRPRGSPPPAPSGSRVRPPRSGRSPAPRSPTGPNTPRAPGRFESPFSVEAILARPDPCAPAASQPSGSACVHPAFWTAASLCATGGLPWACPTSWLPAYLSVGFYPVPGPRVAPVCGLLGFGVTGLELAHCSGLWAFPDWAPTEDLQDTERQQKRVRTMFNLEQLEELEKVFAKQHNLVGKKRAQLAARLKLTENQVRVWFQNRRVKYQKQQKLRAAVTSAEAASLDEPSSSSIASIQSDDAESGVDG. Result: 1 (interaction).